Dataset: Reaction yield outcomes from USPTO patents with 853,638 reactions. Task: Predict the reaction yield, written as a fraction of the theoretical maximum amount of product (1.0 means a 100% yield; for example, 0.34 means a 34% yield). The reactants are [Cl:1][C:2]1[N:10]=[C:9]2[C:5]([N:6]=[CH:7][NH:8]2)=[C:4]([N:11]2[CH2:16][CH2:15][O:14][CH2:13][C@@H:12]2[CH3:17])[N:3]=1.CI.[C:20]([O-])([O-])=O.[K+].[K+]. The catalyst is C1COCC1. The product is [Cl:1][C:2]1[N:10]=[C:9]2[C:5]([N:6]=[CH:7][N:8]2[CH3:20])=[C:4]([N:11]2[CH2:16][CH2:15][O:14][CH2:13][C@@H:12]2[CH3:17])[N:3]=1. The yield is 0.870.